The task is: Predict which catalyst facilitates the given reaction.. This data is from Catalyst prediction with 721,799 reactions and 888 catalyst types from USPTO. (1) Reactant: [NH2:1][C:2]1[N:7]=[CH:6][N:5]=[C:4]([NH:8][C@H:9]([C:11]2[N:16]([C:17]3[CH:22]=[CH:21][CH:20]=[CH:19][CH:18]=3)[C:15](=[O:23])[C:14]3=[C:24]([CH3:27])[CH:25]=[CH:26][N:13]3[N:12]=2)[CH3:10])[C:3]=1Br.[OH:29][C:30]1[CH:47]=[CH:46][C:33]([C:34]([NH:36][C:37]2[CH:38]=[C:39](B(O)O)[CH:40]=[N:41][CH:42]=2)=[O:35])=[CH:32][CH:31]=1.C(=O)([O-])[O-].[Cs+].[Cs+]. Product: [NH2:1][C:2]1[C:3]([C:39]2[CH:38]=[C:37]([NH:36][C:34](=[O:35])[C:33]3[CH:46]=[CH:47][C:30]([OH:29])=[CH:31][CH:32]=3)[CH:42]=[N:41][CH:40]=2)=[C:4]([NH:8][C@H:9]([C:11]2[N:16]([C:17]3[CH:22]=[CH:21][CH:20]=[CH:19][CH:18]=3)[C:15](=[O:23])[C:14]3=[C:24]([CH3:27])[CH:25]=[CH:26][N:13]3[N:12]=2)[CH3:10])[N:5]=[CH:6][N:7]=1. The catalyst class is: 155. (2) Reactant: [NH2:1][C:2]1[N:7]=[C:6]([NH2:8])[C:5]([OH:9])=[CH:4][N:3]=1.[H-].[Na+].C1N=CN([C:17](N2C=NC=C2)=[O:18])C=1. Product: [NH2:1][C:2]1[N:3]=[CH:4][C:5]2[O:9][C:17](=[O:18])[NH:8][C:6]=2[N:7]=1. The catalyst class is: 3. (3) Reactant: CN(C(ON1N=NC2C=CC=NC1=2)=[N+](C)C)C.F[P-](F)(F)(F)(F)F.[Br:25][C:26]1[C:27]([C:47]2[CH:48]=[N:49][N:50]3[CH:55]=[CH:54][CH:53]=[CH:52][C:51]=23)=[N:28][C:29]([NH:32][C:33]2[CH:38]=[CH:37][C:36]([CH:39]3[CH2:44][CH2:43][NH:42][CH2:41][CH2:40]3)=[CH:35][C:34]=2[O:45][CH3:46])=[N:30][CH:31]=1.[OH:56][CH2:57][C:58](O)=[O:59].C(N(C(C)C)C(C)C)C. Product: [Br:25][C:26]1[C:27]([C:47]2[CH:48]=[N:49][N:50]3[CH:55]=[CH:54][CH:53]=[CH:52][C:51]=23)=[N:28][C:29]([NH:32][C:33]2[CH:38]=[CH:37][C:36]([CH:39]3[CH2:44][CH2:43][N:42]([C:57](=[O:56])[CH2:58][OH:59])[CH2:41][CH2:40]3)=[CH:35][C:34]=2[O:45][CH3:46])=[N:30][CH:31]=1. The catalyst class is: 3. (4) Reactant: [C:1]([O-])(=[S:3])[CH3:2].[K+].I[CH2:7][CH2:8][CH2:9][CH2:10][CH2:11][CH2:12][O:13][C:14]1[CH:19]=[CH:18][C:17]([C@H:20]2[CH2:37][C@@:35]3([CH3:36])[C@@H:31]([CH2:32][CH2:33][C@@H:34]3[OH:38])[C@H:30]3[C@H:21]2[C:22]2[CH:23]=[CH:24][C:25]([OH:39])=[CH:26][C:27]=2[CH2:28][CH2:29]3)=[CH:16][CH:15]=1. Product: [C:1]([CH2:7][CH2:8][CH2:9][CH2:10][CH2:11][CH2:12][O:13][C:14]1[CH:19]=[CH:18][C:17]([C@H:20]2[CH2:37][C@@:35]3([CH3:36])[C@@H:31]([CH2:32][CH2:33][C@@H:34]3[OH:38])[C@H:30]3[C@H:21]2[C:22]2[CH:23]=[CH:24][C:25]([OH:39])=[CH:26][C:27]=2[CH2:28][CH2:29]3)=[CH:16][CH:15]=1)(=[S:3])[CH3:2]. The catalyst class is: 8. (5) Reactant: Cl.[CH3:2][O:3][C:4](=[O:8])[C@@H:5]([CH3:7])[NH2:6].[Cl:9][C:10]1[CH:11]=[C:12]([C:20]2[O:24][N:23]=[C:22]([C:25]3[CH:26]=[CH:27][CH:28]=[C:29]4[C:33]=3[NH:32][CH:31]=[C:30]4[CH:34]=O)[N:21]=2)[CH:13]=[CH:14][C:15]=1[O:16][CH:17]([CH3:19])[CH3:18].[OH-].[Na+]. Product: [Cl:9][C:10]1[CH:11]=[C:12]([C:20]2[O:24][N:23]=[C:22]([C:25]3[CH:26]=[CH:27][CH:28]=[C:29]4[C:33]=3[NH:32][CH:31]=[C:30]4[CH2:34][NH:6][C@@H:5]([C:4]([O:3][CH3:2])=[O:8])[CH3:7])[N:21]=2)[CH:13]=[CH:14][C:15]=1[O:16][CH:17]([CH3:18])[CH3:19]. The catalyst class is: 5. (6) Product: [NH2:1][C:2]1[N:3]=[C:4]([NH:10][C:11]2[CH:18]=[CH:17][C:14]([C:15]#[N:16])=[CH:13][CH:12]=2)[CH:5]=[C:6]([Cl:8])[N:7]=1. Reactant: [NH2:1][C:2]1[N:7]=[C:6]([Cl:8])[CH:5]=[C:4](Cl)[N:3]=1.[NH2:10][C:11]1[CH:18]=[CH:17][C:14]([C:15]#[N:16])=[CH:13][CH:12]=1.Cl. The catalyst class is: 6. (7) Reactant: [Cl:1][C:2]1[C:3]([O:30][C@H:31]2[CH2:35][CH2:34][CH2:33][C@@H:32]2[C:36]2[N:40](C3CCCCO3)[N:39]=[CH:38][CH:37]=2)=[CH:4][C:5]([F:29])=[C:6]([S:8]([N:11](CC2C=CC(OC)=CC=2OC)[C:12]2[CH:17]=[CH:16][N:15]=[CH:14][N:13]=2)(=[O:10])=[O:9])[CH:7]=1.C([SiH](CC)CC)C.FC(F)(F)C(O)=O. Product: [Cl:1][C:2]1[C:3]([O:30][C@H:31]2[CH2:35][CH2:34][CH2:33][C@@H:32]2[C:36]2[NH:40][N:39]=[CH:38][CH:37]=2)=[CH:4][C:5]([F:29])=[C:6]([S:8]([NH:11][C:12]2[CH:17]=[CH:16][N:15]=[CH:14][N:13]=2)(=[O:10])=[O:9])[CH:7]=1. The catalyst class is: 4. (8) Reactant: [Cl:1][C:2]1[CH:10]=[C:9]2[C:5]([C:6]([CH2:18][C:19]3[CH:24]=[CH:23][CH:22]=[C:21]([Cl:25])[CH:20]=3)([CH:12]3[CH2:17][CH2:16][CH2:15][NH:14][CH2:13]3)[C:7](=[O:11])[NH:8]2)=[CH:4][CH:3]=1.C(N(CC)CC)C.[CH2:33]([O:37][C:38]1[CH:43]=[CH:42][C:41]([N:44]=[C:45]=[O:46])=[CH:40][CH:39]=1)[CH2:34][CH2:35][CH3:36]. Product: [CH2:33]([O:37][C:38]1[CH:43]=[CH:42][C:41]([NH:44][C:45]([N:14]2[CH2:15][CH2:16][CH2:17][CH:12]([C:6]3([CH2:18][C:19]4[CH:24]=[CH:23][CH:22]=[C:21]([Cl:25])[CH:20]=4)[C:5]4[C:9](=[CH:10][C:2]([Cl:1])=[CH:3][CH:4]=4)[NH:8][C:7]3=[O:11])[CH2:13]2)=[O:46])=[CH:40][CH:39]=1)[CH2:34][CH2:35][CH3:36]. The catalyst class is: 4. (9) Reactant: [Cl:1][C:2]1[C:7]([C:8]([O:10][CH2:11][CH3:12])=[O:9])=[C:6]([F:13])[C:5]([CH:14]=[N:15]O)=[CH:4][CH:3]=1.Cl. Product: [NH2:15][CH2:14][C:5]1[C:6]([F:13])=[C:7]([C:2]([Cl:1])=[CH:3][CH:4]=1)[C:8]([O:10][CH2:11][CH3:12])=[O:9]. The catalyst class is: 284. (10) Reactant: Cl[CH2:2][C:3]1[O:7][N:6]=[C:5]([C:8]2[CH:13]=[CH:12][CH:11]=[CH:10][CH:9]=2)[CH:4]=1.[OH:14][C:15]1[CH:41]=[CH:40][C:18]([C:19]([C:21]2[CH:37]=[CH:36][C:35]([O:38][CH3:39])=[CH:34][C:22]=2[O:23][C:24]([CH3:33])([CH3:32])[C:25]([O:27]C(C)(C)C)=[O:26])=[O:20])=[CH:17][CH:16]=1.C(=O)([O-])[O-].[K+].[K+].CN(C)C=O. Product: [CH3:39][O:38][C:35]1[CH:36]=[CH:37][C:21]([C:19](=[O:20])[C:18]2[CH:17]=[CH:16][C:15]([O:14][CH2:2][C:3]3[O:7][N:6]=[C:5]([C:8]4[CH:13]=[CH:12][CH:11]=[CH:10][CH:9]=4)[CH:4]=3)=[CH:41][CH:40]=2)=[C:22]([CH:34]=1)[O:23][C:24]([CH3:33])([CH3:32])[C:25]([OH:27])=[O:26]. The catalyst class is: 6.